Predict the reactants needed to synthesize the given product. From a dataset of Retrosynthesis with 50K atom-mapped reactions and 10 reaction types from USPTO. (1) Given the product O=Cc1cccc(OC2CCCCC2)c1, predict the reactants needed to synthesize it. The reactants are: O=Cc1cccc(O)c1.OC1CCCCC1. (2) Given the product C=CCNC(=O)N1CC(Oc2cccc(C)c2)C1, predict the reactants needed to synthesize it. The reactants are: C=CCN.Cc1cccc(OC2CN(C(=O)Cl)C2)c1. (3) The reactants are: C=C.O=C(CC(=O)C(F)(F)F)c1ccc(Br)s1. Given the product C=Cc1ccc(C(=O)CC(=O)C(F)(F)F)s1, predict the reactants needed to synthesize it. (4) Given the product OCc1cc2cc(Nc3ncc(F)c(Nc4cccc(O)c4)n3)ccc2[nH]1, predict the reactants needed to synthesize it. The reactants are: COC(=O)c1cc2cc(Nc3ncc(F)c(Nc4cccc(O)c4)n3)ccc2[nH]1. (5) Given the product Cc1cc(Nc2cc3ccccc3c(Nc3cccc(Cl)c3)n2)n[nH]1, predict the reactants needed to synthesize it. The reactants are: Cc1cc(Nc2cc3ccccc3c(Cl)n2)n[nH]1.Nc1cccc(Cl)c1. (6) The reactants are: CC(C)(C)c1ccc(N)c(N)c1.C[C@H](O)C(=O)O. Given the product C[C@H](O)c1nc2ccc(C(C)(C)C)cc2[nH]1, predict the reactants needed to synthesize it. (7) The reactants are: CC(=O)Cl.CC(C)n1nc(-c2cnc(N)nc2-c2ccccc2)ccc1=O. Given the product CC(=O)Nc1ncc(-c2ccc(=O)n(C(C)C)n2)c(-c2ccccc2)n1, predict the reactants needed to synthesize it. (8) The reactants are: CC1(C)Cc2c(c(N3CCOCC3)nc3oc4c(Cl)ncnc4c23)CO1.NCCN1CCOCC1. Given the product CC1(C)Cc2c(c(N3CCOCC3)nc3oc4c(NCCN5CCOCC5)ncnc4c23)CO1, predict the reactants needed to synthesize it. (9) The reactants are: CCCc1cnc(N2CCC(OS(C)(=O)=O)CC2)nc1.O=c1cc(O)c(-c2ccccc2)c[nH]1. Given the product CCCc1cnc(N2CCC(Oc3cc(=O)[nH]cc3-c3ccccc3)CC2)nc1, predict the reactants needed to synthesize it. (10) Given the product CC(C)(C)OC(=O)Nc1cccc(C#Cc2cc([N+](=O)[O-])cc3c2oc(=O)n3COCC[Si](C)(C)C)c1, predict the reactants needed to synthesize it. The reactants are: C#Cc1cccc(NC(=O)OC(C)(C)C)c1.C[Si](C)(C)CCOCn1c(=O)oc2c(I)cc([N+](=O)[O-])cc21.